This data is from Forward reaction prediction with 1.9M reactions from USPTO patents (1976-2016). The task is: Predict the product of the given reaction. (1) Given the reactants [CH3:1]N(C=O)C.[F:6][C:7]1[CH:8]=[C:9](/[CH:18]=[CH:19]/[C:20]([NH:22][CH:23]2[C:31]3[C:26](=[CH:27][CH:28]=[CH:29][CH:30]=3)[CH2:25][CH2:24]2)=[O:21])[CH:10]=[CH:11][C:12]=1[N:13]1[CH:17]=[CH:16][N:15]=[CH:14]1.[H-].[Na+].IC, predict the reaction product. The product is: [F:6][C:7]1[CH:8]=[C:9](/[CH:18]=[CH:19]/[C:20]([N:22]([CH:23]2[C:31]3[C:26](=[CH:27][CH:28]=[CH:29][CH:30]=3)[CH2:25][CH2:24]2)[CH3:1])=[O:21])[CH:10]=[CH:11][C:12]=1[N:13]1[CH:17]=[CH:16][N:15]=[CH:14]1. (2) Given the reactants [CH2:1]1[CH2:21][N:20]2[C:4]3[C:5]([CH2:17][CH2:18][CH2:19]2)=[C:6]2[O:13][C:11](=[O:12])[C:10]([C:14]([OH:16])=[O:15])=[CH:9][C:7]2=[CH:8][C:3]=3[CH2:2]1.C[O:23][C:24](=[O:31])[CH:25]([NH2:30])[CH2:26][CH2:27][CH2:28][CH3:29].ClC(Cl)Cl, predict the reaction product. The product is: [CH2:1]1[CH2:21][N:20]2[C:4]3[C:5]([CH2:17][CH2:18][CH2:19]2)=[C:6]2[O:13][C:11](=[O:12])[C:10]([C:14]([OH:16])=[O:15])=[CH:9][C:7]2=[CH:8][C:3]=3[CH2:2]1.[NH2:30][CH:25]([CH2:26][CH2:27][CH2:28][CH3:29])[C:24]([OH:31])=[O:23]. (3) Given the reactants Cl[C:2]1[N:7]=[C:6]([CH2:8][C:9]([C:11]2[CH:16]=[CH:15][C:14]([F:17])=[CH:13][CH:12]=2)=[O:10])[CH:5]=[CH:4][N:3]=1, predict the reaction product. The product is: [F:17][C:14]1[CH:15]=[CH:16][C:11]([C:9](=[O:10])[CH2:8][C:6]2[CH:5]=[CH:4][N:3]=[C:2]([NH:7][CH:6]([CH3:8])[CH3:5])[N:7]=2)=[CH:12][CH:13]=1. (4) Given the reactants [CH3:1][O:2][C:3](=[O:13])[CH2:4][C:5]1[CH:10]=[C:9]([OH:11])[CH:8]=[C:7]([OH:12])[CH:6]=1.C(=O)([O-])[O-].[K+].[K+].[I-].[K+].[CH2:22](Br)[C:23]1[CH:28]=[CH:27][CH:26]=[CH:25][CH:24]=1, predict the reaction product. The product is: [CH3:1][O:2][C:3](=[O:13])[CH2:4][C:5]1[CH:10]=[C:9]([OH:11])[CH:8]=[C:7]([O:12][CH2:22][C:23]2[CH:28]=[CH:27][CH:26]=[CH:25][CH:24]=2)[CH:6]=1. (5) Given the reactants [CH2:1]([Li])CCC.[Br:6][C:7]1[CH:8]=[C:9]([CH:14]=[C:15]([CH:17]=O)[CH:16]=1)[C:10]([O:12][CH3:13])=[O:11], predict the reaction product. The product is: [Br:6][C:7]1[CH:8]=[C:9]([CH:14]=[C:15]([CH:17]=[CH2:1])[CH:16]=1)[C:10]([O:12][CH3:13])=[O:11]. (6) Given the reactants [C:1]1([CH3:12])[CH:6]=[CH:5][C:4]([O:7][CH2:8][C:9]([Cl:11])=[O:10])=[CH:3][CH:2]=1.[C:13]1(C)C=CC(O[C@H](C)C(O)=O)=CC=1.O=S(Cl)Cl, predict the reaction product. The product is: [C:1]1([CH3:12])[CH:6]=[CH:5][C:4]([O:7][C@H:8]([CH3:13])[C:9]([Cl:11])=[O:10])=[CH:3][CH:2]=1.